This data is from Full USPTO retrosynthesis dataset with 1.9M reactions from patents (1976-2016). The task is: Predict the reactants needed to synthesize the given product. (1) Given the product [CH3:8][S:11]([OH:13])(=[O:7])=[O:12].[CH:8]([S:11]([N:14]1[C:18]2[CH:19]=[C:20]([C:23]3[N:45]=[C:6]([C:2]4[S:1][CH:5]=[CH:4][CH:3]=4)[NH:47][C:24]=3[C:25]3[CH:30]=[CH:29][CH:28]=[CH:27][CH:26]=3)[CH:21]=[CH:22][C:17]=2[N:16]=[C:15]1[NH2:40])(=[O:13])=[O:12])([CH3:10])[CH3:9], predict the reactants needed to synthesize it. The reactants are: [S:1]1[CH:5]=[CH:4][CH:3]=[C:2]1[CH:6]=[O:7].[CH:8]([S:11]([N:14]1[C:18]2[CH:19]=[C:20]([C:23](=O)[CH:24](O[Si](C(C)(C)C)(C)C)[C:25]3[CH:30]=[CH:29][CH:28]=[CH:27][CH:26]=3)[CH:21]=[CH:22][C:17]=2[N:16]=[C:15]1[NH2:40])(=[O:13])=[O:12])([CH3:10])[CH3:9].C([O-])(=O)C.[NH4+:45].[Cl-].[NH4+:47].[OH-].[NH4+]. (2) Given the product [CH3:12][C:11]1[CH:10]=[C:9]2[C:4]([CH:5]=[CH:6][CH:7]=[N:8]2)=[CH:3][C:2]=1[OH:13], predict the reactants needed to synthesize it. The reactants are: Br[C:2]1[CH:3]=[C:4]2[C:9](=[CH:10][C:11]=1[CH3:12])[N:8]=[CH:7][CH:6]=[CH:5]2.[OH-:13].[K+].O.Cl. (3) Given the product [C:37]([C:39]1[CH:40]=[C:41]([N:42]([CH3:43])[CH:2]([C:4]2[CH:5]=[C:6]([C:21]([N:23]([CH3:25])[CH3:24])=[O:22])[CH:7]=[C:8]3[C:13]=2[O:12][C:11]([N:14]2[CH2:19][CH2:18][O:17][CH2:16][CH2:15]2)=[CH:10][C:9]3=[O:20])[CH3:3])[CH:44]=[C:45]([F:47])[CH:46]=1)#[CH:38], predict the reactants needed to synthesize it. The reactants are: Br[CH:2]([C:4]1[CH:5]=[C:6]([C:21]([N:23]([CH3:25])[CH3:24])=[O:22])[CH:7]=[C:8]2[C:13]=1[O:12][C:11]([N:14]1[CH2:19][CH2:18][O:17][CH2:16][CH2:15]1)=[CH:10][C:9]2=[O:20])[CH3:3].C(N(CC)C1C=CC=CC=1)C.[C:37]([C:39]1[CH:40]=[C:41]([CH:44]=[C:45]([F:47])[CH:46]=1)[NH:42][CH3:43])#[CH:38]. (4) Given the product [C:16]([C:18]1[C:23]2[N:24]=[C:25]([N:27]3[CH2:28][CH:29]([NH:31][C:32](=[O:38])[O:33][C:34]([CH3:37])([CH3:36])[CH3:35])[CH2:30]3)[O:26][C:22]=2[C:21]([N:5]2[CH2:6][CH2:7][C@H:3]([N:2]([CH3:8])[CH3:1])[CH2:4]2)=[C:20]([C:40]2[CH:41]=[CH:42][CH:43]=[CH:44][CH:45]=2)[C:19]=1[CH3:46])#[N:17], predict the reactants needed to synthesize it. The reactants are: [CH3:1][N:2]([CH3:8])[C@H:3]1[CH2:7][CH2:6][NH:5][CH2:4]1.C(N(CC)CC)C.[C:16]([C:18]1[C:23]2[N:24]=[C:25]([N:27]3[CH2:30][CH:29]([NH:31][C:32](=[O:38])[O:33][C:34]([CH3:37])([CH3:36])[CH3:35])[CH2:28]3)[O:26][C:22]=2[C:21](F)=[C:20]([C:40]2[CH:45]=[CH:44][CH:43]=[CH:42][CH:41]=2)[C:19]=1[CH3:46])#[N:17]. (5) Given the product [CH3:12][O:11][CH2:9][C:4]1([C:3](=[O:2])[CH2:16][C:15]#[N:17])[CH2:8][CH2:7][CH2:6][CH2:5]1, predict the reactants needed to synthesize it. The reactants are: C[O:2][CH2:3][C:4]1([C:9]([O:11][CH3:12])=O)[CH2:8][CH2:7][CH2:6][CH2:5]1.[H-].[Na+].[C:15](#[N:17])[CH3:16]. (6) Given the product [NH:11]1[CH2:14][CH2:13][C@H:12]1[CH2:15][O:16][C:17]1[CH:18]=[C:19]([C:23]2[CH:24]=[C:25]([CH:35]=[CH:36][CH:37]=2)[CH2:26][NH:27][C:28](=[O:34])[O:29][C:30]([CH3:33])([CH3:31])[CH3:32])[CH:20]=[N:21][CH:22]=1, predict the reactants needed to synthesize it. The reactants are: C(OC([N:11]1[CH2:14][CH2:13][C@H:12]1[CH2:15][O:16][C:17]1[CH:18]=[C:19]([C:23]2[CH:24]=[C:25]([CH:35]=[CH:36][CH:37]=2)[CH2:26][NH:27][C:28](=[O:34])[O:29][C:30]([CH3:33])([CH3:32])[CH3:31])[CH:20]=[N:21][CH:22]=1)=O)C1C=CC=CC=1.